Task: Predict the product of the given reaction.. Dataset: Forward reaction prediction with 1.9M reactions from USPTO patents (1976-2016) (1) Given the reactants C1COCC1.[C:6]1([Mg]Br)[C:15]2[C:10](=[CH:11][CH:12]=[CH:13][CH:14]=2)[CH:9]=[CH:8][CH:7]=1.Cl[C:19]1[CH:24]=[CH:23][CH:22]=[CH:21][C:20]=1[O:25][CH3:26].[Cl-].C(C1C=CC=C(C(C)C)C=1[NH+]1CCN(C2C(C(C)C)=CC=CC=2C(C)C)C1)(C)C, predict the reaction product. The product is: [CH3:26][O:25][C:20]1[CH:21]=[CH:22][CH:23]=[CH:24][C:19]=1[C:6]1[C:15]2[C:10](=[CH:11][CH:12]=[CH:13][CH:14]=2)[CH:9]=[CH:8][CH:7]=1. (2) Given the reactants [C:1]([C:3]1[CH:8]=[CH:7][C:6]([C:9]2[C:10]([CH3:26])=[N:11][N:12]([CH2:15][C:16]3[CH:25]=[CH:24][C:19]([C:20]([O:22]C)=[O:21])=[CH:18][CH:17]=3)[C:13]=2[CH3:14])=[CH:5][CH:4]=1)#[N:2].[OH-].[Na+].Cl, predict the reaction product. The product is: [C:1]([C:3]1[CH:4]=[CH:5][C:6]([C:9]2[C:10]([CH3:26])=[N:11][N:12]([CH2:15][C:16]3[CH:17]=[CH:18][C:19]([C:20]([OH:22])=[O:21])=[CH:24][CH:25]=3)[C:13]=2[CH3:14])=[CH:7][CH:8]=1)#[N:2]. (3) Given the reactants O/[N:2]=[CH:3]/[CH:4]1[CH:13]([C:14]([NH:16][C:17]2[CH:22]=[CH:21][CH:20]=[C:19]([O:23][CH3:24])[CH:18]=2)=[O:15])[C:12]2[C:7](=[CH:8][CH:9]=[CH:10][CH:11]=2)[C:6](=[O:25])[N:5]1[CH2:26][CH2:27][O:28][CH3:29], predict the reaction product. The product is: [C:3]([CH:4]1[CH:13]([C:14]([NH:16][C:17]2[CH:22]=[CH:21][CH:20]=[C:19]([O:23][CH3:24])[CH:18]=2)=[O:15])[C:12]2[C:7](=[CH:8][CH:9]=[CH:10][CH:11]=2)[C:6](=[O:25])[N:5]1[CH2:26][CH2:27][O:28][CH3:29])#[N:2]. (4) Given the reactants Cl.Cl.[NH2:3][C:4]1[NH:5][C:6]2[NH:7][CH2:8][CH:9]([CH:15]([OH:19])[CH:16]([OH:18])[CH3:17])[NH:10][C:11]=2[C:12](=[O:14])[N:13]=1.Cl[C:21]([O:23][CH2:24][C:25]1[CH:30]=[CH:29][CH:28]=[CH:27][CH:26]=1)=[O:22], predict the reaction product. The product is: [CH2:24]([O:23][C:21]([N:10]1[CH:9]([CH:15]([OH:19])[CH:16]([OH:18])[CH3:17])[CH2:8][NH:7][C:6]2[NH:5][C:4]([NH2:3])=[N:13][C:12](=[O:14])[C:11]1=2)=[O:22])[C:25]1[CH:30]=[CH:29][CH:28]=[CH:27][CH:26]=1. (5) Given the reactants [CH2:1]([P:10](=[O:17])([O:14][CH2:15][CH3:16])[O:11][CH2:12][CH3:13])P(=O)(OCC)OCC.[H-].[Na+].[O:20]1[CH:24]=[CH:23][CH:22]=[C:21]1[C:25]1[O:26][C:27]([CH3:56])=[C:28]([CH2:30][O:31][C:32]2[CH:53]=[CH:52][C:35]([CH2:36][N:37]([CH3:51])[C:38]3[C:42]([CH:43]=O)=[CH:41][N:40]([C:45]4[CH:50]=[CH:49][CH:48]=[CH:47][CH:46]=4)[N:39]=3)=[CH:34][C:33]=2[O:54][CH3:55])[N:29]=1.O, predict the reaction product. The product is: [O:20]1[CH:24]=[CH:23][CH:22]=[C:21]1[C:25]1[O:26][C:27]([CH3:56])=[C:28]([CH2:30][O:31][C:32]2[CH:53]=[CH:52][C:35]([CH2:36][N:37]([CH3:51])[C:38]3[C:42](/[CH:43]=[CH:1]/[P:10](=[O:17])([O:11][CH2:12][CH3:13])[O:14][CH2:15][CH3:16])=[CH:41][N:40]([C:45]4[CH:46]=[CH:47][CH:48]=[CH:49][CH:50]=4)[N:39]=3)=[CH:34][C:33]=2[O:54][CH3:55])[N:29]=1. (6) Given the reactants Cl[C:2]1[N:7]=[C:6]([S:8][CH2:9][C:10]2[C:11]([C:21]3[CH:26]=[CH:25][CH:24]=[CH:23][CH:22]=3)=[N:12][C:13]3[C:18]([CH:19]=2)=[CH:17][CH:16]=[CH:15][C:14]=3[CH3:20])[CH:5]=[C:4]([CH3:27])[N:3]=1.[NH3:28], predict the reaction product. The product is: [CH3:27][C:4]1[CH:5]=[C:6]([S:8][CH2:9][C:10]2[C:11]([C:21]3[CH:26]=[CH:25][CH:24]=[CH:23][CH:22]=3)=[N:12][C:13]3[C:18]([CH:19]=2)=[CH:17][CH:16]=[CH:15][C:14]=3[CH3:20])[N:7]=[C:2]([NH2:28])[N:3]=1. (7) Given the reactants [O:1]=[C:2]1[C:6]2([CH2:11][CH2:10][N:9]([C:12]([O:14][C:15]([CH3:18])([CH3:17])[CH3:16])=[O:13])[CH2:8][CH2:7]2)[CH2:5][CH2:4][NH:3]1.FC(F)(F)S(O[C:25]1[CH2:26][O:27][C:28](=[O:31])[C:29]=1[CH3:30])(=O)=O.CC1(C)C2C(=C(P(C3C=CC=CC=3)C3C=CC=CC=3)C=CC=2)OC2C(P(C3C=CC=CC=3)C3C=CC=CC=3)=CC=CC1=2.C([O-])([O-])=O.[Cs+].[Cs+], predict the reaction product. The product is: [CH3:30][C:29]1[C:28](=[O:31])[O:27][CH2:26][C:25]=1[N:3]1[CH2:4][CH2:5][C:6]2([CH2:11][CH2:10][N:9]([C:12]([O:14][C:15]([CH3:18])([CH3:17])[CH3:16])=[O:13])[CH2:8][CH2:7]2)[C:2]1=[O:1]. (8) Given the reactants [C:1]([O:9]CC)(=[O:8])[CH2:2][C:3](OCC)=O.[H-].[Na+].ClC[C:16]1[CH:17]=[N:18][O:19][C:20]=1[C:21]1[CH:26]=[CH:25][C:24]([CH3:27])=[CH:23][CH:22]=1.Cl, predict the reaction product. The product is: [CH3:27][C:24]1[CH:25]=[CH:26][C:21]([C:20]2[O:19][N:18]=[CH:17][C:16]=2[CH2:3][CH2:2][C:1]([OH:9])=[O:8])=[CH:22][CH:23]=1. (9) Given the reactants [CH2:1]([N:8]1[CH2:14][CH2:13][CH:12]2[C:10]([CH:15]=O)([CH2:11]2)[CH2:9]1)[C:2]1[CH:7]=[CH:6][CH:5]=[CH:4][CH:3]=1.CC(O)=O.[NH2:21][C:22]1[CH:27]=[CH:26][CH:25]=[CH:24][CH:23]=1.[BH3-]C#N.[Na+], predict the reaction product. The product is: [CH2:1]([N:8]1[CH2:14][CH2:13][CH:12]2[C:10]([CH2:15][NH:21][C:22]3[CH:27]=[CH:26][CH:25]=[CH:24][CH:23]=3)([CH2:11]2)[CH2:9]1)[C:2]1[CH:7]=[CH:6][CH:5]=[CH:4][CH:3]=1.